From a dataset of Peptide-MHC class II binding affinity with 134,281 pairs from IEDB. Regression. Given a peptide amino acid sequence and an MHC pseudo amino acid sequence, predict their binding affinity value. This is MHC class II binding data. (1) The peptide sequence is ELFVAAYVPYVAWLV. The MHC is HLA-DQA10102-DQB10602 with pseudo-sequence HLA-DQA10102-DQB10602. The binding affinity (normalized) is 0.655. (2) The peptide sequence is DHMSIYKFMGRSHFL. The MHC is HLA-DPA10103-DPB10301 with pseudo-sequence HLA-DPA10103-DPB10301. The binding affinity (normalized) is 0.212.